This data is from CYP2C9 inhibition data for predicting drug metabolism from PubChem BioAssay. The task is: Regression/Classification. Given a drug SMILES string, predict its absorption, distribution, metabolism, or excretion properties. Task type varies by dataset: regression for continuous measurements (e.g., permeability, clearance, half-life) or binary classification for categorical outcomes (e.g., BBB penetration, CYP inhibition). Dataset: cyp2c9_veith. (1) The molecule is CN(C)C(=O)c1ccc(-c2cncnc2Nc2ccccc2)cc1. The result is 0 (non-inhibitor). (2) The compound is CC(C)=CCNc1ncnc2c1c(C#N)cn2[C@H]1O[C@@H](CO)[C@@H](O)[C@@H]1O. The result is 0 (non-inhibitor). (3) The drug is CN(C(=O)CN(CCO)CC(=O)N(C)C(C)(C)Cc1ccccc1)C(C)(C)Cc1ccccc1. The result is 0 (non-inhibitor). (4) The compound is O=C(CNC(=O)c1ccccn1)N/N=C/c1ccccc1. The result is 0 (non-inhibitor). (5) The molecule is c1nc(NCCN2CCOCC2)c2cc(-c3ccc4c(c3)OCO4)ccc2n1. The result is 0 (non-inhibitor). (6) The molecule is C=C/C(C)=C/[C@]1(C)SC(=O)C(C)=C1O. The result is 0 (non-inhibitor). (7) The molecule is COc1ccc(/C(C)=N/NC(=O)c2ccc(N(C)C)cc2)cc1. The result is 0 (non-inhibitor). (8) The molecule is CC(=O)N[C@@H]1CONC1=O. The result is 0 (non-inhibitor). (9) The compound is COc1cc2nc(N3CCN(C(=O)c4ccco4)CC3)nc(N)c2cc1OC. The result is 0 (non-inhibitor). (10) The drug is CC(C)(C)c1c2c(c(C(C)(C)C)c3c1OCN(Cc1ccccc1)C3)OCN(Cc1ccccc1)C2. The result is 0 (non-inhibitor).